Predict the product of the given reaction. From a dataset of Forward reaction prediction with 1.9M reactions from USPTO patents (1976-2016). (1) Given the reactants [CH2:1]([N:8]1[C:20]2[C:19]([O:21][CH3:22])=[CH:18][CH:17]=[C:16]([C:23](OC3C=CC([N+]([O-])=O)=CC=3)=[O:24])[C:15]=2[C:14]2[C:9]1=[CH:10][CH:11]=[C:12]([Cl:35])[CH:13]=2)[C:2]1[CH:7]=[CH:6][CH:5]=[CH:4][CH:3]=1.[Cl:36][C:37]1[CH:38]=[N:39][CH:40]=[C:41]([Cl:44])[C:42]=1[NH2:43].[H-].[Na+].Cl, predict the reaction product. The product is: [Cl:36][C:37]1[CH:38]=[N:39][CH:40]=[C:41]([Cl:44])[C:42]=1[NH:43][C:23]([C:16]1[C:15]2[C:14]3[C:9](=[CH:10][CH:11]=[C:12]([Cl:35])[CH:13]=3)[N:8]([CH2:1][C:2]3[CH:3]=[CH:4][CH:5]=[CH:6][CH:7]=3)[C:20]=2[C:19]([O:21][CH3:22])=[CH:18][CH:17]=1)=[O:24]. (2) Given the reactants [NH2:1][CH2:2][CH2:3][N:4]1[C:8]2=[N:9][CH:10]=[N:11][C:12]([NH2:13])=[C:7]2[C:6]([I:14])=[N:5]1.[N:15]1[CH:20]=[CH:19][CH:18]=[C:17]([CH:21]=O)[CH:16]=1.C([BH3-])#N.[Na+], predict the reaction product. The product is: [I:14][C:6]1[C:7]2[C:8](=[N:9][CH:10]=[N:11][C:12]=2[NH2:13])[N:4]([CH2:3][CH2:2][NH:1][CH2:21][C:17]2[CH:16]=[N:15][CH:20]=[CH:19][CH:18]=2)[N:5]=1. (3) Given the reactants Cl[C:2]1[CH:10]=[C:9]([S:11][CH3:12])[CH:8]=[C:7]([NH:13][C:14]2[CH:15]=[C:16]([CH3:20])[CH:17]=[CH:18][CH:19]=2)[C:3]=1[C:4]([NH2:6])=[O:5].[OH2:21].[OH-].[Li+], predict the reaction product. The product is: [OH:21][C:2]1[CH:10]=[C:9]([S:11][CH3:12])[CH:8]=[C:7]([NH:13][C:14]2[CH:15]=[C:16]([CH3:20])[CH:17]=[CH:18][CH:19]=2)[C:3]=1[C:4]([NH2:6])=[O:5]. (4) Given the reactants N1C2C=CC=CC=2N=C1C1CCN(CCC2OC(=O)C(CC)(CC)C2)CC1.[N:28]1([C:34]2[CH:41]=[CH:40][C:37]([C:38]#[N:39])=[CH:36][CH:35]=2)[CH2:33][CH2:32][NH:31][CH2:30][CH2:29]1.N1(C2C=CC=CC=2C#N)CCNCC1.CC1C=CC(S(O[CH2:67][CH2:68][CH:69]2[CH2:73][C:72]3([CH2:78][CH2:77][CH2:76][CH2:75][CH2:74]3)[C:71](=[O:79])[O:70]2)(=O)=O)=CC=1.CC1C=CC(S(OCCC2CC(CC)(CC)C(=O)O2)(=O)=O)=CC=1, predict the reaction product. The product is: [O:79]=[C:71]1[C:72]2([CH2:78][CH2:77][CH2:76][CH2:75][CH2:74]2)[CH2:73][CH:69]([CH2:68][CH2:67][N:31]2[CH2:32][CH2:33][N:28]([C:34]3[CH:35]=[CH:36][C:37]([C:38]#[N:39])=[CH:40][CH:41]=3)[CH2:29][CH2:30]2)[O:70]1. (5) Given the reactants [C:1]([C:3]1[N:7]=[CH:6][NH:5][N:4]=1)#[N:2].C(O[C@@H:12]1[O:24][C@H:23]([CH2:25][O:26][C:27](=[O:29])[CH3:28])[C@@H:18]([O:19][C:20](=[O:22])[CH3:21])[C@H:13]1[O:14][C:15](=[O:17])[CH3:16])(=O)C.[N+](C1C=CC(OP([O-])(OC2C=CC([N+]([O-])=O)=CC=2)=O)=CC=1)([O-])=O, predict the reaction product. The product is: [C:1]([C:3]1[N:7]=[CH:6][N:5]([C@@H:12]2[O:24][C@H:23]([CH2:25][O:26][C:27](=[O:29])[CH3:28])[C@@H:18]([O:19][C:20](=[O:22])[CH3:21])[C@H:13]2[O:14][C:15](=[O:17])[CH3:16])[N:4]=1)#[N:2]. (6) Given the reactants [CH2:1]([N:5]1[C:13]2[N:12]=[C:11]([Cl:14])[N:10](CC=C)[C:9]=2[C:8](=[O:18])[NH:7][C:6]1=[O:19])[CH2:2][CH2:3][CH3:4].C(=O)([O-])[O-].[Cs+].[Cs+].Cl[CH2:27][CH2:28][CH2:29][C:30]1[O:31][C:32]([CH2:35][C:36]2[CH:41]=[CH:40][CH:39]=[CH:38][CH:37]=2)=[N:33][N:34]=1.N1CCOCC1.Cl, predict the reaction product. The product is: [CH2:1]([N:5]1[C:13]2[N:12]=[C:11]([Cl:14])[NH:10][C:9]=2[C:8](=[O:18])[N:7]([CH2:27][CH2:28][CH2:29][C:30]2[O:31][C:32]([CH2:35][C:36]3[CH:41]=[CH:40][CH:39]=[CH:38][CH:37]=3)=[N:33][N:34]=2)[C:6]1=[O:19])[CH2:2][CH2:3][CH3:4]. (7) Given the reactants [F:1][C:2]1[C:3]([O:46][CH3:47])=[CH:4][C:5]([CH2:41][C:42]([F:45])([F:44])[F:43])=[C:6]([C:8]2[N:13]=[C:12]3[NH:14][N:15]=[C:16]([C:17](=[O:20])[NH:18][CH3:19])[C:11]3=[C:10]([NH:21][CH2:22][C:23]3[CH:28]=[CH:27][CH:26]=[CH:25][C:24]=3[N:29]([CH3:40])C(=O)OCC3C=CC=CC=3)[N:9]=2)[CH:7]=1.C(N(CC)CC)C.[C:55]([O:59][C:60](O[C:60]([O:59][C:55]([CH3:58])([CH3:57])[CH3:56])=[O:61])=[O:61])([CH3:58])([CH3:57])[CH3:56], predict the reaction product. The product is: [F:1][C:2]1[C:3]([O:46][CH3:47])=[CH:4][C:5]([CH2:41][C:42]([F:45])([F:43])[F:44])=[C:6]([C:8]2[N:13]=[C:12]3[N:14]([C:60]([O:59][C:55]([CH3:58])([CH3:57])[CH3:56])=[O:61])[N:15]=[C:16]([C:17](=[O:20])[NH:18][CH3:19])[C:11]3=[C:10]([NH:21][CH2:22][C:23]3[CH:28]=[CH:27][CH:26]=[CH:25][C:24]=3[NH:29][CH3:40])[N:9]=2)[CH:7]=1. (8) Given the reactants [C:1]([C:3]1[CH:12]=[CH:11][C:6]([C:7](OC)=[O:8])=[C:5]([F:13])[CH:4]=1)#[N:2].[BH4-].[Na+].Cl, predict the reaction product. The product is: [F:13][C:5]1[CH:4]=[C:3]([CH:12]=[CH:11][C:6]=1[CH2:7][OH:8])[C:1]#[N:2].